This data is from Peptide-MHC class I binding affinity with 185,985 pairs from IEDB/IMGT. The task is: Regression. Given a peptide amino acid sequence and an MHC pseudo amino acid sequence, predict their binding affinity value. This is MHC class I binding data. (1) The MHC is H-2-Db with pseudo-sequence H-2-Db. The binding affinity (normalized) is 0.203. The peptide sequence is FQLQNGQFI. (2) The peptide sequence is LHDAIMVEL. The MHC is HLA-A01:01 with pseudo-sequence HLA-A01:01. The binding affinity (normalized) is 0.0847. (3) The peptide sequence is PTTGRTSLYA. The MHC is Patr-A0301 with pseudo-sequence Patr-A0301. The binding affinity (normalized) is 0.